Dataset: Experimentally validated miRNA-target interactions with 360,000+ pairs, plus equal number of negative samples. Task: Binary Classification. Given a miRNA mature sequence and a target amino acid sequence, predict their likelihood of interaction. (1) The miRNA is hsa-miR-4474-5p with sequence UUAGUCUCAUGAUCAGACACA. The protein sequence of the target gene is MAGARPPPGLLPLLAPLLLPLLLPAGCWALEETLMDTKWVTSELAWTSHPESGWEEVSGYDEAMNPIRTYQVCNVRESSQNNWLRTGFIWRREVQRVYVELKFTVRDCNSIPNIPGSCKETFNLFYYEADSDVASASSPFWMENPYVKVDTIAPDESFSRLDAGRVNTKVRSFGPLSKAGFYLAFQDQGACMSLISVRAFYKKCASTTAGFALFPETLTGAEPTSLVIAPGTCIANAVEVSVPLKLYCNGDGEWMVPVGACTCATGHEPAAKESQCRACPPGSYKAKQGEGPCLPCPPNS.... Result: 0 (no interaction). (2) The miRNA is hsa-miR-6511b-5p with sequence CUGCAGGCAGAAGUGGGGCUGACA. The protein sequence of the target gene is MAKATTIKEALSRWEEKTGQKPSDAKEIKLYAQIPPIEKMDASLSTLGNCEKLSLSTNCIEKIANLNGLKNLRILSLGRNNIKNLNGLEAVGETLEELWISYNFIEKLKGIHVMKKLKILYMSNNLVKDWAEFLKLAELPCLEDLVFVGNPLEEKHSAEGNWIDEATKRVPKLKKLDGTPVIKEDEEEES. Result: 0 (no interaction). (3) The miRNA is hsa-miR-6501-5p with sequence AGUUGCCAGGGCUGCCUUUGGU. The protein sequence of the target gene is MDEQALLGLNPNADSDFRQRALAYFEQLKISPDAWQVCAEALAQRTYSDDHVKFFCFQVLEHQVKYKYSELTTVQQQLIRETLISWLQAQMLNPQPEKTFIRNKAAQVFALLFVTEYLTKWPKFFFDILSVVDLNPRGVDLYLRILMAIDSELVDRDVVHTSEEARRNTLIKDTMREQCIPNLVESWYQILQNYQFTNSEVTCQCLEVVGAYVSWIDLSLIANDRFINMLLGHMSIEVLREEACDCLFEVVNKGMDPVDKMKLVESLCQVLQSAGFFSIDQEEDVDFLARFSKLVNGMGQ.... Result: 0 (no interaction).